From a dataset of Full USPTO retrosynthesis dataset with 1.9M reactions from patents (1976-2016). Predict the reactants needed to synthesize the given product. (1) Given the product [Cl:2][C:3]1[C:4]([F:18])=[C:5]([CH:9]2[CH2:12][C:11]3([CH2:17][CH2:16][N:15]([C:26]([NH:27][C:28]4[O:32][N:31]=[C:30]([CH3:33])[C:29]=4[CH3:34])=[O:25])[CH2:14][CH2:13]3)[CH2:10]2)[CH:6]=[CH:7][CH:8]=1, predict the reactants needed to synthesize it. The reactants are: Cl.[Cl:2][C:3]1[C:4]([F:18])=[C:5]([CH:9]2[CH2:12][C:11]3([CH2:17][CH2:16][NH:15][CH2:14][CH2:13]3)[CH2:10]2)[CH:6]=[CH:7][CH:8]=1.C1([O:25][C:26](=O)[NH:27][C:28]2[O:32][N:31]=[C:30]([CH3:33])[C:29]=2[CH3:34])C=CC=CC=1. (2) The reactants are: CCN(CC)CC.[NH:8]1[C:16]2[C:11](=[CH:12][CH:13]=[CH:14][N:15]=2)[CH:10]=[CH:9]1. Given the product [NH:8]1[C:16]2=[N:15][CH:14]=[CH:13][CH:12]=[C:11]2[CH2:10][CH2:9]1, predict the reactants needed to synthesize it. (3) Given the product [Cl:33][C:30]1[CH:31]=[CH:32][C:27]([CH2:26][NH:25][C:58]([C:53]2[NH:54][C:55]([CH2:56][CH3:57])=[N:2][C:52]=2[CH3:51])=[O:60])=[C:28]([F:44])[C:29]=1[O:34][C:35]1[CH:36]=[C:37]([C:38]#[N:39])[CH:40]=[C:41]([Cl:43])[CH:42]=1, predict the reactants needed to synthesize it. The reactants are: C[N:2](C(ON1N=NC2C=CC=NC1=2)=[N+](C)C)C.F[P-](F)(F)(F)(F)F.[NH2:25][CH2:26][C:27]1[C:28]([F:44])=[C:29]([O:34][C:35]2[CH:36]=[C:37]([CH:40]=[C:41]([Cl:43])[CH:42]=2)[C:38]#[N:39])[C:30]([Cl:33])=[CH:31][CH:32]=1.C(NC1C=[C:51]2[C:55](=[CH:56][CH:57]=1)[NH:54][C:53]([C:58]([OH:60])=O)=[CH:52]2)(=O)C.C(N(C(C)C)CC)(C)C. (4) Given the product [CH2:1]([O:8][CH:9]1[CH:16]([O:17][CH2:18][C:19]2[CH:24]=[CH:23][CH:22]=[CH:21][CH:20]=2)[CH:15]([O:25][CH2:26][C:27]2[CH:28]=[CH:29][CH:30]=[CH:31][CH:32]=2)[C:12]2([CH2:14][CH2:13]2)[O:11][CH:10]1[O:33][C:42]1[CH:43]=[CH:44][CH:45]=[CH:46][C:41]=1[CH2:40][C:39]1[CH:38]=[CH:37][C:36]([O:35][CH3:34])=[CH:49][CH:48]=1)[C:2]1[CH:7]=[CH:6][CH:5]=[CH:4][CH:3]=1, predict the reactants needed to synthesize it. The reactants are: [CH2:1]([O:8][C@@H:9]1[C@@H:16]([O:17][CH2:18][C:19]2[CH:24]=[CH:23][CH:22]=[CH:21][CH:20]=2)[C@H:15]([O:25][CH2:26][C:27]2[CH:32]=[CH:31][CH:30]=[CH:29][CH:28]=2)[C:12]2([CH2:14][CH2:13]2)[O:11][CH:10]1[OH:33])[C:2]1[CH:7]=[CH:6][CH:5]=[CH:4][CH:3]=1.[CH3:34][O:35][C:36]1[CH:49]=[CH:48][C:39]([CH2:40][C:41]2[CH:46]=[CH:45][CH:44]=[CH:43][C:42]=2O)=[CH:38][CH:37]=1.C1(P(C2C=CC=CC=2)C2C=CC=CC=2)C=CC=CC=1.CC(OC(/N=N/C(OC(C)C)=O)=O)C.